Task: Predict the product of the given reaction.. Dataset: Forward reaction prediction with 1.9M reactions from USPTO patents (1976-2016) (1) Given the reactants [CH3:1][O:2][C:3]1[C:4]([N+:12]([O-:14])=[O:13])=[C:5]([CH:9]=[CH:10][CH:11]=1)[C:6]([OH:8])=[O:7].[CH3:15]O.O, predict the reaction product. The product is: [CH3:15][O:7][C:6](=[O:8])[C:5]1[CH:9]=[CH:10][CH:11]=[C:3]([O:2][CH3:1])[C:4]=1[N+:12]([O-:14])=[O:13]. (2) Given the reactants [Cl:1][C:2]1[CH:7]=[CH:6][CH:5]=[CH:4][C:3]=1[CH2:8][N:9]1[CH:13]=[C:12]([C:14]2[CH:19]=[C:18]([C:20]3[N:21]=[N:22][NH:23][N:24]=3)[CH:17]=[CH:16][N:15]=2)[N:11]=[CH:10]1.CI.[C:27](=O)([O-])[O-].[K+].[K+], predict the reaction product. The product is: [Cl:1][C:2]1[CH:7]=[CH:6][CH:5]=[CH:4][C:3]=1[CH2:8][N:9]1[CH:13]=[C:12]([C:14]2[CH:19]=[C:18]([C:20]3[N:21]=[N:22][N:23]([CH3:27])[N:24]=3)[CH:17]=[CH:16][N:15]=2)[N:11]=[CH:10]1. (3) The product is: [C:13]1([NH:11][C:2]2[CH:3]=[CH:4][C:5]3[C:10](=[CH:9][CH:8]=[CH:7][CH:6]=3)[CH:1]=2)[CH:18]=[CH:17][CH:16]=[CH:15][CH:14]=1. Given the reactants [CH:1]1[C:10]2[C:5](=[CH:6][CH:7]=[CH:8][CH:9]=2)[CH:4]=[CH:3][C:2]=1[NH2:11].I[C:13]1[CH:18]=[CH:17][CH:16]=[CH:15][CH:14]=1.CC(C)([O-])C.[Na+], predict the reaction product. (4) Given the reactants [H-].[Na+].[I:3][C:4]1[NH:5][CH:6]=[CH:7][N:8]=1.Br[CH2:10][C:11]1([C:21]2[CH:26]=[CH:25][C:24]([F:27])=[CH:23][C:22]=2[F:28])[CH:13]([C:14]2[CH:19]=[CH:18][CH:17]=[CH:16][C:15]=2[Cl:20])[O:12]1, predict the reaction product. The product is: [Cl:20][C:15]1[CH:16]=[CH:17][CH:18]=[CH:19][C:14]=1[CH:13]1[O:12][C:11]1([CH2:10][N:5]1[CH:6]=[CH:7][N:8]=[C:4]1[I:3])[C:21]1[CH:26]=[CH:25][C:24]([F:27])=[CH:23][C:22]=1[F:28].